From a dataset of Reaction yield outcomes from USPTO patents with 853,638 reactions. Predict the reaction yield, written as a fraction of the theoretical maximum amount of product (1.0 means a 100% yield; for example, 0.34 means a 34% yield). (1) The reactants are ClC(=O)C(OC)=O.[C:8]([O:12][C:13]([N:15]1[CH2:20][CH2:19][C:18]([C:22]2[CH:27]=[CH:26][CH:25]=[CH:24][C:23]=2[S:28][C:29]2[CH:34]=[CH:33][C:32]([CH3:35])=[CH:31][CH:30]=2)(O)[CH2:17][CH2:16]1)=[O:14])([CH3:11])([CH3:10])[CH3:9].CCCC[SnH](CCCC)CCCC.CC(N=NC(C#N)(C)C)(C#N)C. The catalyst is CN(C)C1C=CN=CC=1.C(OCC)(=O)C.C(Cl)(Cl)Cl.CC#N. The product is [C:8]([O:12][C:13]([N:15]1[CH2:20][CH2:19][CH:18]([C:22]2[CH:27]=[CH:26][CH:25]=[CH:24][C:23]=2[S:28][C:29]2[CH:34]=[CH:33][C:32]([CH3:35])=[CH:31][CH:30]=2)[CH2:17][CH2:16]1)=[O:14])([CH3:11])([CH3:10])[CH3:9]. The yield is 0.670. (2) The reactants are Br[C:2]1[CH:10]=[CH:9][C:5]([C:6]([OH:8])=[O:7])=[C:4]([Cl:11])[CH:3]=1.[B:12]1([B:12]2[O:16][C:15]([CH3:18])([CH3:17])[C:14]([CH3:20])([CH3:19])[O:13]2)[O:16][C:15]([CH3:18])([CH3:17])[C:14]([CH3:20])([CH3:19])[O:13]1.ClCCl.C([O-])(=O)C.[K+]. The catalyst is O1CCOCC1.O.C(OCC)(=O)C. The product is [Cl:11][C:4]1[CH:3]=[C:2]([B:12]2[O:16][C:15]([CH3:18])([CH3:17])[C:14]([CH3:20])([CH3:19])[O:13]2)[CH:10]=[CH:9][C:5]=1[C:6]([OH:8])=[O:7]. The yield is 0.690. (3) The reactants are [CH3:1][O:2][C@@H:3]([C@@H:21]1[CH2:25][CH2:24][CH2:23][N:22]1[C:26](=[O:45])[CH2:27][C@@H:28]([O:43][CH3:44])[C@@H:29]([N:34]([CH3:42])[C:35](=[O:41])[C@H:36]([CH:38]([CH3:40])[CH3:39])[NH2:37])[C@@H:30]([CH3:33])[CH2:31][CH3:32])[C@@H:4]([CH3:20])[C:5]([NH:7][C@H:8]([C:16]([O:18][CH3:19])=[O:17])[CH2:9][C:10]1[CH:15]=[CH:14][CH:13]=[CH:12][CH:11]=1)=[O:6].[C:46]([O:50][C:51]([N:53]1[CH2:60][CH2:59][CH2:58][C@@:54]1([CH3:61])[C:55](O)=[O:56])=[O:52])([CH3:49])([CH3:48])[CH3:47].CN(C(ON1N=NC2C=CC=NC1=2)=[N+](C)C)C.F[P-](F)(F)(F)(F)F.CCN(C(C)C)C(C)C. The catalyst is ClCCl.C(OCC)(=O)C. The product is [C:46]([O:50][C:51]([N:53]1[CH2:60][CH2:59][CH2:58][C@@:54]1([CH3:61])[C:55]([NH:37][C@H:36]([C:35]([N:34]([C@@H:29]([C@@H:30]([CH3:33])[CH2:31][CH3:32])[C@H:28]([O:43][CH3:44])[CH2:27][C:26]([N:22]1[CH2:23][CH2:24][CH2:25][C@H:21]1[C@H:3]([O:2][CH3:1])[C@@H:4]([CH3:20])[C:5]([NH:7][C@@H:8]([CH2:9][C:10]1[CH:11]=[CH:12][CH:13]=[CH:14][CH:15]=1)[C:16]([O:18][CH3:19])=[O:17])=[O:6])=[O:45])[CH3:42])=[O:41])[CH:38]([CH3:39])[CH3:40])=[O:56])=[O:52])([CH3:49])([CH3:47])[CH3:48]. The yield is 0.740. (4) No catalyst specified. The product is [CH3:15][O:16][C:17](=[O:29])[CH2:18][C@H:19]1[C:23]2[CH:24]=[CH:25][C:26]([O:12][C@H:9]3[C:10]4[C:6](=[CH:5][CH:4]=[C:3]([C:2]([F:13])([F:14])[F:1])[CH:11]=4)[CH2:7][CH2:8]3)=[CH:27][C:22]=2[O:21][CH2:20]1. The yield is 0.520. The reactants are [F:1][C:2]([F:14])([F:13])[C:3]1[CH:11]=[C:10]2[C:6]([CH2:7][CH2:8][C@@H:9]2[OH:12])=[CH:5][CH:4]=1.[CH3:15][O:16][C:17](=[O:29])[CH2:18][C@H:19]1[C:23]2[CH:24]=[CH:25][C:26](O)=[CH:27][C:22]=2[O:21][CH2:20]1.